Task: Predict the product of the given reaction.. Dataset: Forward reaction prediction with 1.9M reactions from USPTO patents (1976-2016) (1) The product is: [OH:13][C@@H:14]([CH2:19][O:20][C@H:21]([CH3:34])[CH2:22][O:23][Si:24]([CH:28]([CH3:30])[CH3:29])([CH:31]([CH3:33])[CH3:32])[CH:25]([CH3:26])[CH3:27])[C:15]([NH:12][C:9]1[CH:8]=[CH:7][C:6]([CH3:5])=[CH:11][N:10]=1)=[O:16]. Given the reactants C[Al](C)C.[CH3:5][C:6]1[CH:7]=[CH:8][C:9]([NH2:12])=[N:10][CH:11]=1.[OH:13][C@@H:14]([CH2:19][O:20][C@H:21]([CH3:34])[CH2:22][O:23][Si:24]([CH:31]([CH3:33])[CH3:32])([CH:28]([CH3:30])[CH3:29])[CH:25]([CH3:27])[CH3:26])[C:15](OC)=[O:16], predict the reaction product. (2) Given the reactants CC1(C)C(C)(C)OB([C:9]2[S:13][C:12]([C:14]([NH2:16])=[O:15])=[CH:11][CH:10]=2)O1.[Br:18]C1N2C=CN=C2C(NC2C=CC(N3CCN(C)CC3)=CC=2)=NC=1, predict the reaction product. The product is: [Br:18][C:9]1[S:13][C:12]([C:14]([NH2:16])=[O:15])=[CH:11][CH:10]=1. (3) Given the reactants [Cl:1][C:2]1[CH:3]=[CH:4][C:5]([O:13][CH2:14][C:15]([N:17]2[CH2:22][C@H:21]([CH3:23])[N:20]([CH2:24][C:25]3[CH:30]=[CH:29][C:28]([F:31])=[CH:27][CH:26]=3)[CH2:19][C@H:18]2[CH3:32])=[O:16])=[C:6]([CH2:8][S:9]([NH2:12])(=[O:11])=[O:10])[CH:7]=1.[C:33](O)(=[O:35])[CH3:34].CN(C)CCCN=C=NCC.C(N(CC)CC)C, predict the reaction product. The product is: [C:33]([NH:12][S:9]([CH2:8][C:6]1[CH:7]=[C:2]([Cl:1])[CH:3]=[CH:4][C:5]=1[O:13][CH2:14][C:15]([N:17]1[CH2:22][C@H:21]([CH3:23])[N:20]([CH2:24][C:25]2[CH:26]=[CH:27][C:28]([F:31])=[CH:29][CH:30]=2)[CH2:19][C@H:18]1[CH3:32])=[O:16])(=[O:11])=[O:10])(=[O:35])[CH3:34].